Dataset: NCI-60 drug combinations with 297,098 pairs across 59 cell lines. Task: Regression. Given two drug SMILES strings and cell line genomic features, predict the synergy score measuring deviation from expected non-interaction effect. Drug 1: C1=NC2=C(N1)C(=S)N=C(N2)N. Drug 2: CC(C1=C(C=CC(=C1Cl)F)Cl)OC2=C(N=CC(=C2)C3=CN(N=C3)C4CCNCC4)N. Cell line: HCT-15. Synergy scores: CSS=34.2, Synergy_ZIP=-0.107, Synergy_Bliss=1.54, Synergy_Loewe=-5.57, Synergy_HSA=0.964.